From a dataset of Reaction yield outcomes from USPTO patents with 853,638 reactions. Predict the reaction yield, written as a fraction of the theoretical maximum amount of product (1.0 means a 100% yield; for example, 0.34 means a 34% yield). (1) The reactants are [Cl:1][C:2]1[C:7]([F:8])=[CH:6][CH:5]=[C:4]([Cl:9])[C:3]=1[C@H:10]([O:12][C:13]1[C:14]([NH2:28])=[N:15][CH:16]=[C:17](B2OC(C)(C)C(C)(C)O2)[CH:18]=1)[CH3:11].[C:29]([O:33][C:34]([N:36]1[CH2:41][CH2:40][CH:39]([N:42]2[CH:46]=[C:45](Br)[CH:44]=[N:43]2)[CH2:38][CH2:37]1)=[O:35])([CH3:32])([CH3:31])[CH3:30].C([O-])([O-])=O.[Na+].[Na+]. The catalyst is COCCOC.O.Cl[Pd](Cl)([P](C1C=CC=CC=1)(C1C=CC=CC=1)C1C=CC=CC=1)[P](C1C=CC=CC=1)(C1C=CC=CC=1)C1C=CC=CC=1. The product is [C:29]([O:33][C:34]([N:36]1[CH2:37][CH2:38][CH:39]([N:42]2[CH:46]=[C:45]([C:17]3[CH:16]=[N:15][C:14]([NH2:28])=[C:13]([O:12][C@@H:10]([C:3]4[C:4]([Cl:9])=[CH:5][CH:6]=[C:7]([F:8])[C:2]=4[Cl:1])[CH3:11])[CH:18]=3)[CH:44]=[N:43]2)[CH2:40][CH2:41]1)=[O:35])([CH3:32])([CH3:30])[CH3:31]. The yield is 0.600. (2) The reactants are [CH3:1][C:2]1[S:3][C:4]([C:8](=O)[CH3:9])=[C:5]([CH3:7])[N:6]=1.C[O:12][CH:13](OC)[N:14]([CH3:16])[CH3:15]. No catalyst specified. The product is [CH3:7][C:5]1[N:6]=[C:2]([CH3:1])[S:3][C:4]=1/[CH:8]=[CH:9]/[C:13]([N:14]([CH3:16])[CH3:15])=[O:12]. The yield is 0.790. (3) The reactants are C([N:3]([CH2:6][CH3:7])[CH2:4][CH3:5])C.O[CH:9]1[CH2:14][CH2:13]N(C(OCC2C=CC=CC=2)=O)[CH2:11][CH2:10]1.[C:25]1(S(Cl)(=O)=O)[CH:30]=[CH:29][CH:28]=[CH:27][CH:26]=1. The catalyst is ClCCl. The product is [CH:25]1([C:9]2[CH:10]=[C:11]3[C:5](=[CH:13][CH:14]=2)[CH2:4][NH:3][CH2:6][CH2:7]3)[CH2:30][CH2:29][CH2:28][CH2:27][CH2:26]1. The yield is 0.770. (4) The reactants are [CH3:1][C:2]1[CH:7]=[CH:6][N:5]=[CH:4][C:3]=1[N:8]1[CH2:12][CH2:11][NH:10][C:9]1=[O:13].Br[C:15]1[S:19][C:18]2[CH:20]=[CH:21][CH:22]=[CH:23][C:17]=2[CH:16]=1.N[C@@H]1CCCC[C@H]1N.C(=O)([O-])[O-].[K+].[K+]. The catalyst is [Cu](I)I.O1CCOCC1. The product is [S:19]1[C:15]([N:10]2[CH2:11][CH2:12][N:8]([C:3]3[CH:4]=[N:5][CH:6]=[CH:7][C:2]=3[CH3:1])[C:9]2=[O:13])=[CH:16][C:17]2[CH:23]=[CH:22][CH:21]=[CH:20][C:18]1=2. The yield is 0.625. (5) The reactants are [NH2:1][CH2:2][CH2:3][NH:4][CH:5]([C:9]1[O:10][C:11]2[C:16]([C:17](=[O:26])[C:18]=1[CH2:19][C:20]1[CH:25]=[CH:24][CH:23]=[CH:22][CH:21]=1)=[CH:15][CH:14]=[C:13]([Cl:27])[CH:12]=2)[CH:6]([CH3:8])[CH3:7].C(N(CC)CC)C.[C:35]1([CH3:44])[CH:40]=[CH:39][C:38]([C:41](Cl)=[O:42])=[CH:37][CH:36]=1. The catalyst is C(Cl)Cl.CCOCC. The product is [CH2:19]([C:18]1[C:17](=[O:26])[C:16]2[C:11](=[CH:12][C:13]([Cl:27])=[CH:14][CH:15]=2)[O:10][C:9]=1[CH:5]([NH:4][CH2:3][CH2:2][NH:1][C:41](=[O:42])[C:38]1[CH:39]=[CH:40][C:35]([CH3:44])=[CH:36][CH:37]=1)[CH:6]([CH3:7])[CH3:8])[C:20]1[CH:21]=[CH:22][CH:23]=[CH:24][CH:25]=1. The yield is 0.500. (6) The reactants are [C:1]([C:3]1([C:16](=[O:24])[NH:17][C:18]2[CH:23]=[CH:22][CH:21]=[CH:20][N:19]=2)[CH2:8][CH2:7][N:6]([C:9]([O:11][C:12]([CH3:15])([CH3:14])[CH3:13])=[O:10])[CH2:5][CH2:4]1)#[N:2]. The catalyst is C(O)(=O)C.[Pt](=O)=O. The product is [NH2:2][CH2:1][C:3]1([C:16](=[O:24])[NH:17][C:18]2[CH:23]=[CH:22][CH:21]=[CH:20][N:19]=2)[CH2:8][CH2:7][N:6]([C:9]([O:11][C:12]([CH3:14])([CH3:15])[CH3:13])=[O:10])[CH2:5][CH2:4]1. The yield is 0.920. (7) The reactants are [F:1][C:2]1[C:7]([NH2:8])=[CH:6][CH:5]=[C:4]([F:9])[C:3]=1[NH:10][C:11]1[C:16]([C:17]2[N:25]=[CH:24][N:23]=[C:22]3[C:18]=2[N:19]=[CH:20][N:21]3[CH:26]2[CH2:31][CH2:30][CH2:29][CH2:28][O:27]2)=[CH:15][CH:14]=[CH:13][N:12]=1.[F:32][C:33]([F:46])([F:45])[O:34][C:35]1[CH:40]=[CH:39][C:38]([S:41](Cl)(=[O:43])=[O:42])=[CH:37][CH:36]=1.N1C=CC=CC=1. The catalyst is ClCCl. The product is [F:1][C:2]1[C:3]([NH:10][C:11]2[C:16]([C:17]3[N:25]=[CH:24][N:23]=[C:22]4[C:18]=3[N:19]=[CH:20][N:21]4[CH:26]3[CH2:31][CH2:30][CH2:29][CH2:28][O:27]3)=[CH:15][CH:14]=[CH:13][N:12]=2)=[C:4]([F:9])[CH:5]=[CH:6][C:7]=1[NH:8][S:41]([C:38]1[CH:37]=[CH:36][C:35]([O:34][C:33]([F:32])([F:45])[F:46])=[CH:40][CH:39]=1)(=[O:43])=[O:42]. The yield is 0.870. (8) The reactants are [O:1]1[C:5]([C:6]2[S:10][C:9]([C:11]#[C:12][C:13]#[C:14][C:15]3[CH:24]=[CH:23][C:18]([C:19]([O:21]C)=[O:20])=[CH:17][CH:16]=3)=[CH:8][CH:7]=2)=[CH:4][N:3]=[CH:2]1.C1COCC1.[OH-].[Na+]. The catalyst is CO. The product is [O:1]1[C:5]([C:6]2[S:10][C:9]([C:11]#[C:12][C:13]#[C:14][C:15]3[CH:16]=[CH:17][C:18]([C:19]([OH:21])=[O:20])=[CH:23][CH:24]=3)=[CH:8][CH:7]=2)=[CH:4][N:3]=[CH:2]1. The yield is 0.200. (9) The reactants are [CH3:1][S:2][C:3]1[N:8]=[C:7]([C:9]2[C:10]([CH:18]=[O:19])=[N:11][N:12]3[CH:17]=[CH:16][CH:15]=[CH:14][C:13]=23)[CH:6]=[CH:5][N:4]=1.[C:20]1([Mg]Br)[CH:25]=[CH:24][CH:23]=[CH:22][CH:21]=1. The catalyst is O1CCCC1. The product is [CH3:1][S:2][C:3]1[N:8]=[C:7]([C:9]2[C:10]([CH:18]([C:20]3[CH:25]=[CH:24][CH:23]=[CH:22][CH:21]=3)[OH:19])=[N:11][N:12]3[CH:17]=[CH:16][CH:15]=[CH:14][C:13]=23)[CH:6]=[CH:5][N:4]=1. The yield is 0.820.